Dataset: Full USPTO retrosynthesis dataset with 1.9M reactions from patents (1976-2016). Task: Predict the reactants needed to synthesize the given product. (1) Given the product [NH2:5][CH2:4][C:3]1[CH:6]=[CH:7][C:8]([C:10]2[S:14][CH:13]=[N:12][C:11]=2[CH3:15])=[CH:9][C:2]=1[OH:1], predict the reactants needed to synthesize it. The reactants are: [OH:1][C:2]1[CH:9]=[C:8]([C:10]2[S:14][CH:13]=[N:12][C:11]=2[CH3:15])[CH:7]=[CH:6][C:3]=1[C:4]#[N:5].[H-].[Al+3].[Li+].[H-].[H-].[H-].O.[OH-].[Na+]. (2) Given the product [CH2:14]([O:21][C:22]1[C:27]([CH2:28][N:29]2[CH2:38][CH2:37][C:36]3[C:31](=[C:32]([Cl:41])[C:33]([Sn:49]([CH2:50][CH2:51][CH2:52][CH3:53])([CH2:54][CH2:55][CH2:56][CH3:57])[CH2:45][CH2:46][CH2:47][CH3:48])=[CH:34][C:35]=3[Cl:39])[C:30]2=[O:42])=[C:26]([CH3:43])[CH:25]=[C:24]([CH3:44])[N:23]=1)[C:15]1[CH:20]=[CH:19][CH:18]=[CH:17][CH:16]=1, predict the reactants needed to synthesize it. The reactants are: [Cl-].[Li+].C([Mg]Cl)(C)C.C(#N)C.C(=O)=O.[CH2:14]([O:21][C:22]1[C:27]([CH2:28][N:29]2[CH2:38][CH2:37][C:36]3[C:31](=[C:32]([Cl:41])[C:33](Br)=[CH:34][C:35]=3[Cl:39])[C:30]2=[O:42])=[C:26]([CH3:43])[CH:25]=[C:24]([CH3:44])[N:23]=1)[C:15]1[CH:20]=[CH:19][CH:18]=[CH:17][CH:16]=1.[CH2:45]([Sn:49](Cl)([CH2:54][CH2:55][CH2:56][CH3:57])[CH2:50][CH2:51][CH2:52][CH3:53])[CH2:46][CH2:47][CH3:48].